Task: Predict the product of the given reaction.. Dataset: Forward reaction prediction with 1.9M reactions from USPTO patents (1976-2016) (1) Given the reactants [CH:1]1([N:4]2[CH2:13][C:12]([CH3:15])([CH3:14])[C:11]3[C:6](=[CH:7][CH:8]=[C:9]([C:16]#[CH:17])[CH:10]=3)[CH2:5]2)[CH2:3][CH2:2]1.[CH2:18]([O:20][C:21](=[O:31])[CH2:22][C:23]1[CH:28]=[CH:27][C:26](I)=[CH:25][C:24]=1[F:30])[CH3:19].C(N(CC)CC)C.O1CCCC1, predict the reaction product. The product is: [CH2:18]([O:20][C:21](=[O:31])[CH2:22][C:23]1[CH:28]=[CH:27][C:26]([C:17]#[C:16][C:9]2[CH:10]=[C:11]3[C:6](=[CH:7][CH:8]=2)[CH2:5][N:4]([CH:1]2[CH2:3][CH2:2]2)[CH2:13][C:12]3([CH3:14])[CH3:15])=[CH:25][C:24]=1[F:30])[CH3:19]. (2) Given the reactants [OH:1][CH2:2][C:3]1[C:4]([CH3:26])=[C:5]([C:9]2[C:14]([CH3:15])=[CH:13][C:12]([O:16][CH2:17][CH2:18][CH2:19][NH:20][C:21](=[O:24])[CH2:22][CH3:23])=[CH:11][C:10]=2[CH3:25])[CH:6]=[CH:7][CH:8]=1.[CH2:27](N(CC)CC)C.Cl[Si](C)(C)C, predict the reaction product. The product is: [OH:1][CH2:2][C:3]1[C:4]([CH3:26])=[C:5]([C:9]2[C:14]([CH3:15])=[CH:13][C:12]([O:16][CH2:17][CH2:18][CH2:19][N:20]([CH3:27])[C:21](=[O:24])[CH2:22][CH3:23])=[CH:11][C:10]=2[CH3:25])[CH:6]=[CH:7][CH:8]=1. (3) The product is: [Br:26][C:15]1[C:16]([CH3:18])=[N:17][N:10]2[C:9]([C:3]3[CH:4]=[CH:5][C:6]([Cl:8])=[CH:7][C:2]=3[Cl:1])=[C:13]([CH3:14])[O:12][C:11]=12. Given the reactants [Cl:1][C:2]1[CH:7]=[C:6]([Cl:8])[CH:5]=[CH:4][C:3]=1[C:9]1[N:10]2[N:17]=[C:16]([CH3:18])[CH:15]=[C:11]2[O:12][C:13]=1[CH3:14].C1C(=O)N([Br:26])C(=O)C1, predict the reaction product.